From a dataset of Full USPTO retrosynthesis dataset with 1.9M reactions from patents (1976-2016). Predict the reactants needed to synthesize the given product. (1) Given the product [N:1]1[CH:6]=[CH:5][CH:4]=[CH:3][C:2]=1[CH2:7][N:8]1[CH:12]=[CH:11][C:10](/[CH:13]=[C:14]2\[CH2:15][N:16]([C:21]([C:34]3[CH:35]=[CH:36][CH:37]=[CH:38][CH:39]=3)([C:28]3[CH:29]=[CH:30][CH:31]=[CH:32][CH:33]=3)[C:22]3[CH:23]=[CH:24][CH:25]=[CH:26][CH:27]=3)[CH2:17][CH2:18][CH:19]\2[OH:20])=[N:9]1, predict the reactants needed to synthesize it. The reactants are: [N:1]1[CH:6]=[CH:5][CH:4]=[CH:3][C:2]=1[CH2:7][N:8]1[CH:12]=[CH:11][C:10](/[CH:13]=[C:14]2\[CH2:15][N:16]([C:21]([C:34]3[CH:39]=[CH:38][CH:37]=[CH:36][CH:35]=3)([C:28]3[CH:33]=[CH:32][CH:31]=[CH:30][CH:29]=3)[C:22]3[CH:27]=[CH:26][CH:25]=[CH:24][CH:23]=3)[CH2:17][CH2:18][C:19]\2=[O:20])=[N:9]1.[BH4-].[Na+]. (2) Given the product [CH:3]12[CH2:2][CH:7]([CH2:8][CH:9]([C:11]([O:13][CH3:14])=[O:12])[CH2:10]1)[CH2:6][N:5]([C:15]([O:17][C:18]([CH3:21])([CH3:20])[CH3:19])=[O:16])[CH2:4]2, predict the reactants needed to synthesize it. The reactants are: O=[C:2]1[CH:7]2[CH2:8][CH:9]([C:11]([O:13][CH3:14])=[O:12])[CH2:10][CH:3]1[CH2:4][N:5]([C:15]([O:17][C:18]([CH3:21])([CH3:20])[CH3:19])=[O:16])[CH2:6]2.C([BH3-])#N.[Na+]. (3) The reactants are: [CH3:1][C:2]1[C:7]([CH2:8][C:9]2[CH:14]=[CH:13][CH:12]=[C:11]([O:15][C:16]([F:19])([F:18])[F:17])[CH:10]=2)=[C:6]([CH3:20])[N:5]2[N:21]=[CH:22][C:23]([C:24](O)=[O:25])=[C:4]2[N:3]=1.Cl.Cl.[NH2:29][CH2:30][CH2:31][NH:32][C:33](=[O:40])[C:34]1[CH:39]=[CH:38][CH:37]=[N:36][CH:35]=1. Given the product [CH3:1][C:2]1[C:7]([CH2:8][C:9]2[CH:14]=[CH:13][CH:12]=[C:11]([O:15][C:16]([F:19])([F:17])[F:18])[CH:10]=2)=[C:6]([CH3:20])[N:5]2[N:21]=[CH:22][C:23]([C:24]([NH:29][CH2:30][CH2:31][NH:32][C:33]([C:34]3[CH:35]=[N:36][CH:37]=[CH:38][CH:39]=3)=[O:40])=[O:25])=[C:4]2[N:3]=1, predict the reactants needed to synthesize it. (4) Given the product [Cl:1][C:2]1[CH:3]=[C:4]([C@@:14]2([CH3:33])[C:19]([CH:20]3[CH2:23][CH:22]([C:24]([OH:36])=[O:25])[CH2:21]3)=[CH:18][N:17]([CH:26]3[CH2:27][C:28]([F:31])([F:30])[CH2:29]3)[C:16](=[O:32])[NH:15]2)[CH:5]=[CH:6][C:7]=1[CH2:8][CH2:9][C:10]([CH3:13])([CH3:12])[CH3:11], predict the reactants needed to synthesize it. The reactants are: [Cl:1][C:2]1[CH:3]=[C:4]([C@@:14]2([CH3:33])[C:19]([CH:20]3[CH2:23][CH:22]([CH2:24][OH:25])[CH2:21]3)=[CH:18][N:17]([CH:26]3[CH2:29][C:28]([F:31])([F:30])[CH2:27]3)[C:16](=[O:32])[NH:15]2)[CH:5]=[CH:6][C:7]=1[CH2:8][CH2:9][C:10]([CH3:13])([CH3:12])[CH3:11].CC(OI1(OC(C)=O)(OC(C)=O)OC(=O)C2C=CC=CC1=2)=[O:36].S([O-])([O-])=O.[Na+].[Na+].C(=O)([O-])O.[Na+]. (5) Given the product [F:33][C:34]([F:45])([F:44])[C:35]([N:10]([CH2:11][CH2:12][CH:13]1[CH2:18][CH2:17][N:16]([C:19]([O:21][C:22]([CH3:25])([CH3:24])[CH3:23])=[O:20])[CH2:15][CH2:14]1)[C@@H:8]1[CH2:9][C@H:7]1[C:1]1[CH:6]=[CH:5][CH:4]=[CH:3][CH:2]=1)=[O:36], predict the reactants needed to synthesize it. The reactants are: [C:1]1([C@@H:7]2[CH2:9][C@H:8]2[NH:10][CH2:11][CH2:12][CH:13]2[CH2:18][CH2:17][N:16]([C:19]([O:21][C:22]([CH3:25])([CH3:24])[CH3:23])=[O:20])[CH2:15][CH2:14]2)[CH:6]=[CH:5][CH:4]=[CH:3][CH:2]=1.C(N(CC)CC)C.[F:33][C:34]([F:45])([F:44])[C:35](O[C:35](=[O:36])[C:34]([F:45])([F:44])[F:33])=[O:36].